From a dataset of Forward reaction prediction with 1.9M reactions from USPTO patents (1976-2016). Predict the product of the given reaction. (1) Given the reactants [C:1]([Si:5]([CH3:11])([CH3:10])[O:6][CH2:7][C:8]#[CH:9])([CH3:4])([CH3:3])[CH3:2].[CH3:12][C:13]1([CH3:20])[C:17]([CH3:19])([CH3:18])[O:16][BH:15][O:14]1, predict the reaction product. The product is: [C:1]([Si:5]([CH3:10])([CH3:11])[O:6][CH2:7]/[CH:8]=[CH:9]/[B:15]1[O:16][C:17]([CH3:19])([CH3:18])[C:13]([CH3:20])([CH3:12])[O:14]1)([CH3:3])([CH3:4])[CH3:2]. (2) Given the reactants [O:1]1[CH2:6][CH2:5][CH:4]([CH:7]=O)[CH2:3][CH2:2]1.[NH2:9][C:10]1[CH:15]=[CH:14][C:13]([C:16]2[C:17]([NH2:32])=[N:18][C:19]([NH2:31])=[N:20][C:21]=2[CH2:22][O:23][CH2:24][C:25]2[CH:30]=[CH:29][CH:28]=[CH:27][CH:26]=2)=[CH:12][CH:11]=1.C([BH3-])#N.[Na+], predict the reaction product. The product is: [CH2:24]([O:23][CH2:22][C:21]1[N:20]=[C:19]([NH2:31])[N:18]=[C:17]([NH2:32])[C:16]=1[C:13]1[CH:12]=[CH:11][C:10]([NH:9][CH2:7][CH:4]2[CH2:3][CH2:2][O:1][CH2:6][CH2:5]2)=[CH:15][CH:14]=1)[C:25]1[CH:26]=[CH:27][CH:28]=[CH:29][CH:30]=1. (3) Given the reactants [F:1][C:2]1[CH:15]=[CH:14][C:5]([CH2:6][C:7]2[C:8]([CH3:13])=[N:9][NH:10][C:11]=2[CH3:12])=[CH:4][CH:3]=1.[H-].[Na+].[Cl:18][C:19]1[CH:26]=[C:25](F)[CH:24]=[CH:23][C:20]=1[C:21]#[N:22].[Cl-].[NH4+], predict the reaction product. The product is: [Cl:18][C:19]1[CH:26]=[C:25]([N:10]2[C:11]([CH3:12])=[C:7]([CH2:6][C:5]3[CH:14]=[CH:15][C:2]([F:1])=[CH:3][CH:4]=3)[C:8]([CH3:13])=[N:9]2)[CH:24]=[CH:23][C:20]=1[C:21]#[N:22]. (4) Given the reactants Br[CH2:2][CH2:3][C:4]1[CH:9]=[CH:8][C:7]([N+:10]([O-:12])=[O:11])=[CH:6][CH:5]=1.[NH:13]1[CH:17]=[CH:16][CH:15]=[N:14]1.[OH-].[K+], predict the reaction product. The product is: [N+:10]([C:7]1[CH:8]=[CH:9][C:4]([CH2:3][CH2:2][N:13]2[CH:17]=[CH:16][CH:15]=[N:14]2)=[CH:5][CH:6]=1)([O-:12])=[O:11]. (5) Given the reactants [F:1][C:2]([F:13])([F:12])[C:3]1[CH:4]=[C:5]([CH:8]=[CH:9][C:10]=1[OH:11])[CH:6]=O.[CH3:14][C:15]([CH3:17])=[O:16].[OH2:18], predict the reaction product. The product is: [F:1][C:2]([F:13])([F:12])[C:3]1[CH:4]=[C:5](/[CH:6]=[CH:9]/[C:10](=[O:18])/[CH:3]=[CH:4]/[C:5]2[CH:6]=[CH:17][C:15]([OH:16])=[C:14]([C:2]([F:1])([F:12])[F:13])[CH:8]=2)[CH:8]=[CH:9][C:10]=1[OH:11]. (6) Given the reactants [NH2:1][C:2]1[CH:3]=[C:4]([C:8]2[C:12]([Br:13])=[CH:11][N:10]([CH3:14])[N:9]=2)[CH:5]=[CH:6][CH:7]=1.[CH3:15][O:16][C:17]1[CH:22]=[CH:21][CH:20]=[CH:19][C:18]=1[CH2:23][C:24](O)=[O:25].O.ON1C2C=CC=CC=2N=N1.F[P-](F)(F)(F)(F)F.N1(OC(N(C)C)=[N+](C)C)C2C=CC=CC=2N=N1.C(N(CC)C(C)C)(C)C, predict the reaction product. The product is: [Br:13][C:12]1[C:8]([C:4]2[CH:3]=[C:2]([NH:1][C:24](=[O:25])[CH2:23][C:18]3[CH:19]=[CH:20][CH:21]=[CH:22][C:17]=3[O:16][CH3:15])[CH:7]=[CH:6][CH:5]=2)=[N:9][N:10]([CH3:14])[CH:11]=1.